From a dataset of Full USPTO retrosynthesis dataset with 1.9M reactions from patents (1976-2016). Predict the reactants needed to synthesize the given product. Given the product [Br:15][C:16]1[CH:17]=[CH:18][C:19]([O:25][CH3:26])=[C:20]([CH:24]=1)[CH2:21][N:22]([CH3:23])[C:12](=[O:14])[CH2:11][CH2:10][CH2:9][S:8][C:5]1[CH:4]=[CH:3][C:2]([F:1])=[CH:7][CH:6]=1, predict the reactants needed to synthesize it. The reactants are: [F:1][C:2]1[CH:7]=[CH:6][C:5]([S:8][CH2:9][CH2:10][CH2:11][C:12]([OH:14])=O)=[CH:4][CH:3]=1.[Br:15][C:16]1[CH:17]=[CH:18][C:19]([O:25][CH3:26])=[C:20]([CH:24]=1)[CH2:21][NH:22][CH3:23].